Dataset: Catalyst prediction with 721,799 reactions and 888 catalyst types from USPTO. Task: Predict which catalyst facilitates the given reaction. (1) Reactant: [Cl:1][CH2:2][C:3](Cl)=[O:4].[CH:6]12[CH2:15][CH:10]3[CH2:11][CH:12]([CH2:14][CH:8]([CH2:9]3)[CH:7]1[NH2:16])[CH2:13]2.C([O-])([O-])=O.[K+].[K+]. Product: [CH:6]12[CH2:15][CH:10]3[CH2:11][CH:12]([CH2:14][CH:8]([CH2:9]3)[CH:7]1[NH:16][C:3](=[O:4])[CH2:2][Cl:1])[CH2:13]2. The catalyst class is: 2. (2) Reactant: [CH:1](OCC)=[O:2].[H-].[Na+].[CH3:8][O:9][C:10]1[CH:18]=[C:17]2[C:13]([CH2:14][CH2:15][C:16]2=[O:19])=[CH:12][CH:11]=1.O. Product: [OH:2][CH:1]=[C:15]1[CH2:14][C:13]2[C:17](=[CH:18][C:10]([O:9][CH3:8])=[CH:11][CH:12]=2)[C:16]1=[O:19]. The catalyst class is: 48. (3) Reactant: I[C:2]1[CH:9]=[CH:8][C:5]([C:6]#[N:7])=[CH:4][CH:3]=1.CC([Mg]Cl)C.[O:15]=[C:16]1[CH2:21][CH2:20][O:19][CH2:18][CH2:17]1.[NH4+].[Cl-]. Product: [OH:15][C:16]1([C:2]2[CH:9]=[CH:8][C:5]([C:6]#[N:7])=[CH:4][CH:3]=2)[CH2:21][CH2:20][O:19][CH2:18][CH2:17]1. The catalyst class is: 1.